Dataset: Full USPTO retrosynthesis dataset with 1.9M reactions from patents (1976-2016). Task: Predict the reactants needed to synthesize the given product. (1) Given the product [I:24][C:23]1[CH:22]=[CH:21][N:20]=[C:19]([O:25][CH3:26])[C:18]=1[C:14]1[NH:15][C:16]2[C:12]([CH:13]=1)=[CH:11][CH:10]=[C:9]([NH:7][CH3:6])[CH:17]=2, predict the reactants needed to synthesize it. The reactants are: C(O[C:6](=O)[N:7]([C:9]1[CH:17]=[C:16]2[C:12]([CH:13]=[C:14]([C:18]3[C:19]([O:25][CH3:26])=[N:20][CH:21]=[CH:22][C:23]=3[I:24])[NH:15]2)=[CH:11][CH:10]=1)C)(C)(C)C.FC(F)(F)C(O)=O. (2) Given the product [C:8]1([CH2:7][CH2:6][CH2:5][CH2:4][NH:1][C:2]([N:14]2[C:18]3[CH:19]=[CH:20][CH:21]=[CH:22][C:17]=3[N:16]=[N:15]2)=[O:3])[CH:9]=[CH:10][CH:11]=[CH:12][CH:13]=1, predict the reactants needed to synthesize it. The reactants are: [N:1]([CH2:4][CH2:5][CH2:6][CH2:7][C:8]1[CH:13]=[CH:12][CH:11]=[CH:10][CH:9]=1)=[C:2]=[O:3].[NH:14]1[C:18]2[CH:19]=[CH:20][CH:21]=[CH:22][C:17]=2[N:16]=[N:15]1. (3) The reactants are: Cl[CH:2]([C:8]1[CH:13]=[CH:12][CH:11]=[CH:10][CH:9]=1)[C:3]1[O:4][CH:5]=[CH:6][N:7]=1.[CH3:14][C:15]1[CH:20]=[C:19]([N+:21]([O-:23])=[O:22])[CH:18]=[CH:17][C:16]=1[N:24]1[CH2:29][CH2:28][NH:27][CH2:26][CH2:25]1.C([O-])([O-])=O.[Cs+].[Cs+].CC(C)=O.C(Cl)Cl. Given the product [CH3:14][C:15]1[CH:20]=[C:19]([N+:21]([O-:23])=[O:22])[CH:18]=[CH:17][C:16]=1[N:24]1[CH2:29][CH2:28][N:27]([CH:2]([C:3]2[O:4][CH:5]=[CH:6][N:7]=2)[C:8]2[CH:13]=[CH:12][CH:11]=[CH:10][CH:9]=2)[CH2:26][CH2:25]1, predict the reactants needed to synthesize it. (4) Given the product [NH2:31][CH2:30][CH2:29][O:28][CH2:27][CH2:26][O:25][C:4]1[CH:5]=[CH:6][C:7]2[C:8]3[N:9]([CH2:22][CH2:23][N:24]=3)[C:10]([NH:13][C:14](=[O:15])[C:16]3[CH:21]=[CH:20][CH:19]=[N:18][CH:17]=3)=[N:11][C:12]=2[C:3]=1[O:2][CH3:1], predict the reactants needed to synthesize it. The reactants are: [CH3:1][O:2][C:3]1[C:12]2[N:11]=[C:10]([NH:13][C:14]([C:16]3[CH:17]=[N:18][CH:19]=[CH:20][CH:21]=3)=[O:15])[N:9]3[CH2:22][CH2:23][N:24]=[C:8]3[C:7]=2[CH:6]=[CH:5][C:4]=1[O:25][CH2:26][CH2:27][O:28][CH2:29][CH2:30][NH:31]C(=O)OC(C)(C)C. (5) Given the product [Cl:39][C:37]1[CH:36]=[CH:35][C:33]2[N:34]=[C:30]([NH:1][C:2]3[CH:3]=[CH:4][C:5]([F:28])=[C:6]([C@:8]4([CH3:27])[CH2:13][C@@H:12]([C:14]([F:17])([F:15])[F:16])[O:11][C:10]([NH:18][C:19](=[O:26])[C:20]5[CH:21]=[CH:22][CH:23]=[CH:24][CH:25]=5)=[N:9]4)[CH:7]=3)[O:31][C:32]=2[CH:38]=1, predict the reactants needed to synthesize it. The reactants are: [NH2:1][C:2]1[CH:3]=[CH:4][C:5]([F:28])=[C:6]([C@:8]2([CH3:27])[CH2:13][C@@H:12]([C:14]([F:17])([F:16])[F:15])[O:11][C:10]([NH:18][C:19](=[O:26])[C:20]3[CH:25]=[CH:24][CH:23]=[CH:22][CH:21]=3)=[N:9]2)[CH:7]=1.Cl[C:30]1[O:31][C:32]2[CH:38]=[C:37]([Cl:39])[CH:36]=[CH:35][C:33]=2[N:34]=1.CN1C(=O)CCC1. (6) Given the product [CH3:9][S:6]([CH:5]([CH2:14][CH3:15])[C:4]([O:3][CH2:1][CH3:2])=[O:10])(=[O:8])=[O:7], predict the reactants needed to synthesize it. The reactants are: [CH2:1]([O:3][C:4](=[O:10])[CH2:5][S:6]([CH3:9])(=[O:8])=[O:7])[CH3:2].[H-].[Na+].I[CH2:14][CH3:15].[Cl-].[NH4+]. (7) Given the product [Br:1][C:2]1[CH:7]=[CH:6][C:5]2[N:8]([CH2:9][CH2:10][N:11]3[CH2:16][CH2:15][O:14][CH2:13][CH2:12]3)[C:18](=[O:19])[NH:17][C:4]=2[CH:3]=1, predict the reactants needed to synthesize it. The reactants are: [Br:1][C:2]1[CH:3]=[C:4]([NH2:17])[C:5]([NH:8][CH2:9][CH2:10][N:11]2[CH2:16][CH2:15][O:14][CH2:13][CH2:12]2)=[CH:6][CH:7]=1.[C:18]([O-])(O)=[O:19].[Na+].ClC(OC1C=CC=CC=1)=O.[OH-].[Na+]. (8) Given the product [CH2:1]([O:3][C:4](=[O:28])[CH2:5][N:6]1[C:14]2[CH2:13][CH2:12][CH2:11][C@@H:10]([N:15]([S:17]([C:20]3[CH:21]=[N:22][C:23]([O:38][C:35]4[CH:36]=[CH:37][C:32]([Cl:31])=[CH:33][CH:34]=4)=[C:24]([Br:26])[CH:25]=3)(=[O:18])=[O:19])[CH3:16])[C:9]=2[CH:8]=[N:7]1)[CH3:2], predict the reactants needed to synthesize it. The reactants are: [CH2:1]([O:3][C:4](=[O:28])[CH2:5][N:6]1[C:14]2[CH2:13][CH2:12][CH2:11][C@@H:10]([N:15]([S:17]([C:20]3[CH:21]=[N:22][C:23](Cl)=[C:24]([Br:26])[CH:25]=3)(=[O:19])=[O:18])[CH3:16])[C:9]=2[CH:8]=[N:7]1)[CH3:2].[H-].[Na+].[Cl:31][C:32]1[CH:37]=[CH:36][C:35]([OH:38])=[CH:34][CH:33]=1.Cl. (9) Given the product [CH3:44][CH:45]([N:1]1[CH2:6][CH2:5][CH:4]([C:7]2[NH:11][N:10]=[C:9]([C:12]3[CH:13]=[CH:14][C:15]([C:18]([F:20])([F:19])[F:21])=[CH:16][CH:17]=3)[C:8]=2[C:22]2[CH:23]=[CH:24][N:25]=[CH:26][CH:27]=2)[CH2:3][CH2:2]1)[CH3:47], predict the reactants needed to synthesize it. The reactants are: [NH:1]1[CH2:6][CH2:5][CH:4]([C:7]2[NH:11][N:10]=[C:9]([C:12]3[CH:17]=[CH:16][C:15]([C:18]([F:21])([F:20])[F:19])=[CH:14][CH:13]=3)[C:8]=2[C:22]2[CH:27]=[CH:26][N:25]=[CH:24][CH:23]=2)[CH2:3][CH2:2]1.[BH-](OC(C)=O)(OC(C)=O)OC(C)=O.[Na+].[OH-].[Na+].[CH3:44][C:45]([CH3:47])=O.